Dataset: Forward reaction prediction with 1.9M reactions from USPTO patents (1976-2016). Task: Predict the product of the given reaction. (1) Given the reactants [C:1]1(=[O:10])[C:9]2[C:4](=[CH:5][CH:6]=[CH:7][CH:8]=2)[CH2:3][NH:2]1.Br[CH2:12][CH2:13][O:14][C:15]1[CH:20]=[CH:19][CH:18]=[CH:17][CH:16]=1.C([O-])([O-])=O.[Cs+].[Cs+].C1OCCOCCOCCOCCOCCOC1, predict the reaction product. The product is: [O:14]([CH2:13][CH2:12][N:2]1[CH2:3][C:4]2[C:9](=[CH:8][CH:7]=[CH:6][CH:5]=2)[C:1]1=[O:10])[C:15]1[CH:20]=[CH:19][CH:18]=[CH:17][CH:16]=1. (2) Given the reactants O=[C:2]1[CH2:19][CH2:18][C:5]2([CH2:10][CH2:9][N:8]([C:11]([O:13][C:14]([CH3:17])([CH3:16])[CH3:15])=[O:12])[CH2:7][CH2:6]2)[CH2:4][CH2:3]1.CN.[BH3-][C:23]#[N:24].[Na+], predict the reaction product. The product is: [CH3:23][NH:24][CH:2]1[CH2:19][CH2:18][C:5]2([CH2:10][CH2:9][N:8]([C:11]([O:13][C:14]([CH3:17])([CH3:16])[CH3:15])=[O:12])[CH2:7][CH2:6]2)[CH2:4][CH2:3]1. (3) Given the reactants [CH2:1]([N:8]1[CH:12]=[C:11]([C:13]2[C:21]3[C:16](=[N:17][CH:18]=[C:19]([C:22]4[CH:27]=[CH:26][C:25]([N:28]5[CH2:33][CH2:32][NH:31][CH2:30][CH2:29]5)=[CH:24][CH:23]=4)[CH:20]=3)[N:15]([S:34]([C:37]3[CH:43]=[CH:42][C:40]([CH3:41])=[CH:39][CH:38]=3)(=[O:36])=[O:35])[CH:14]=2)[CH:10]=[N:9]1)[C:2]1[CH:7]=[CH:6][CH:5]=[CH:4][CH:3]=1.[CH3:44][C@H:45]1[CH2:47][O:46]1.CCN(C(C)C)C(C)C, predict the reaction product. The product is: [CH2:1]([N:8]1[CH:12]=[C:11]([C:13]2[C:21]3[C:16](=[N:17][CH:18]=[C:19]([C:22]4[CH:23]=[CH:24][C:25]([N:28]5[CH2:29][CH2:30][N:31]([CH2:44][C@@H:45]([OH:46])[CH3:47])[CH2:32][CH2:33]5)=[CH:26][CH:27]=4)[CH:20]=3)[N:15]([S:34]([C:37]3[CH:38]=[CH:39][C:40]([CH3:41])=[CH:42][CH:43]=3)(=[O:35])=[O:36])[CH:14]=2)[CH:10]=[N:9]1)[C:2]1[CH:3]=[CH:4][CH:5]=[CH:6][CH:7]=1. (4) Given the reactants Cl.[NH2:2][OH:3].[OH-].[Na+].C(O)C.C(O[C:12]([C:18]1[CH:23]=[CH:22][CH:21]=[CH:20][CH:19]=1)=[C:13]([C:16]#[N:17])[C:14]#[N:15])C, predict the reaction product. The product is: [NH2:15][C:14]1[O:3][N:2]=[C:12]([C:18]2[CH:23]=[CH:22][CH:21]=[CH:20][CH:19]=2)[C:13]=1[C:16]#[N:17]. (5) Given the reactants [Cl:1][C:2]1[CH:3]=[C:4]([C:9](=[C:23]2[CH2:28][C:27]([CH3:30])([CH3:29])[O:26][C:25]([CH3:32])([CH3:31])[CH2:24]2)[C:10]2[CH:15]=[CH:14][C:13](/[CH:16]=[CH:17]/[C:18]([O:20]CC)=[O:19])=[CH:12][CH:11]=2)[CH:5]=[CH:6][C:7]=1[OH:8].[OH-].[Na+].Cl, predict the reaction product. The product is: [Cl:1][C:2]1[CH:3]=[C:4]([C:9](=[C:23]2[CH2:24][C:25]([CH3:32])([CH3:31])[O:26][C:27]([CH3:30])([CH3:29])[CH2:28]2)[C:10]2[CH:11]=[CH:12][C:13](/[CH:16]=[CH:17]/[C:18]([OH:20])=[O:19])=[CH:14][CH:15]=2)[CH:5]=[CH:6][C:7]=1[OH:8]. (6) Given the reactants [Cl:1][CH2:2][CH2:3][C:4]([C:6]1[CH:11]=[CH:10][CH:9]=[CH:8][CH:7]=1)=[O:5].[CH3:12][Mg]Br, predict the reaction product. The product is: [Cl:1][CH2:2][CH2:3][C:4]([C:6]1[CH:11]=[CH:10][CH:9]=[CH:8][CH:7]=1)([OH:5])[CH3:12].